This data is from Forward reaction prediction with 1.9M reactions from USPTO patents (1976-2016). The task is: Predict the product of the given reaction. (1) Given the reactants [CH3:1][CH2:2][N:3]([CH:7]([CH3:9])C)[CH:4]([CH3:6])[CH3:5].[C:18](O[C:18]([O:20][C:21]([CH3:24])([CH3:23])[CH3:22])=[O:19])([O:20][C:21]([CH3:24])([CH3:23])[CH3:22])=[O:19].[OH2:25], predict the reaction product. The product is: [N:3]1([C:4]2[CH:5]=[CH:6][C:4]([NH:3][C:18](=[O:19])[O:20][C:21]([CH3:22])([CH3:23])[CH3:24])=[CH:5][CH:6]=2)[CH2:2][CH2:1][O:25][CH2:9][CH2:7]1. (2) Given the reactants CC1(C)[O:7][C:6]2[CH:8]=[CH:9][C:10]([C@H:12]3[O:16]C(=O)[N:14]([CH2:18][CH2:19][CH2:20][CH2:21][CH2:22][CH2:23][O:24][CH2:25][CH2:26][CH2:27][CH2:28][C:29]4[CH:30]=[C:31](/[CH:35]=[CH:36]/[S:37]([NH:40][CH3:41])(=[O:39])=[O:38])[CH:32]=[CH:33][CH:34]=4)[CH2:13]3)=[CH:11][C:5]=2[CH2:4][O:3]1.BrC1C=C(CCCCOCCCCCCN2C[C@@H](C3C=CC4OC(C)(C)OCC=4C=3)OC2=O)C=CC=1.CNS(C=C)(=O)=O.C1(C)C=CC=CC=1P(C1C=CC=CC=1C)C1C=CC=CC=1C, predict the reaction product. The product is: [OH:16][C@H:12]([C:10]1[CH:9]=[CH:8][C:6]([OH:7])=[C:5]([CH2:4][OH:3])[CH:11]=1)[CH2:13][NH:14][CH2:18][CH2:19][CH2:20][CH2:21][CH2:22][CH2:23][O:24][CH2:25][CH2:26][CH2:27][CH2:28][C:29]1[CH:30]=[C:31](/[CH:35]=[CH:36]/[S:37]([NH:40][CH3:41])(=[O:38])=[O:39])[CH:32]=[CH:33][CH:34]=1. (3) Given the reactants [OH-].[Na+].[C:3]([O:11][C:12]1[CH:17]=[CH:16][CH:15]=[C:14]([O:18]CCCCCC)[CH:13]=1)(=O)[C:4]1C=[CH:8][CH:7]=[CH:6][CH:5]=1.Br[CH2:26][CH2:27][CH2:28][CH2:29][CH:30]([O:33][CH3:34])[O:31][CH3:32], predict the reaction product. The product is: [CH3:32][O:31][CH:30]([O:33][CH3:34])[CH2:29][CH2:28][CH2:27][CH2:26][O:18][C:14]1[CH:15]=[CH:16][CH:17]=[C:12]([O:11][CH2:3][CH2:4][CH2:5][CH2:6][CH2:7][CH3:8])[CH:13]=1.